From a dataset of Catalyst prediction with 721,799 reactions and 888 catalyst types from USPTO. Predict which catalyst facilitates the given reaction. (1) Reactant: F[P-](F)(F)(F)(F)F.[N:8]1([O:17][C:18](N(C)C)=[N+](C)C)[C:12]2C=CC=CC=2N=N1.Cl.CONC.CN(C)C=O.[F:35][C:36]1[CH:37]=[C:38](/[CH:43]=[CH:44]/[C:45]([OH:47])=O)[CH:39]=[CH:40][C:41]=1[F:42]. Product: [F:35][C:36]1[CH:37]=[C:38](/[CH:43]=[CH:44]/[C:45]([N:8]([O:17][CH3:18])[CH3:12])=[O:47])[CH:39]=[CH:40][C:41]=1[F:42]. The catalyst class is: 54. (2) Reactant: [CH:1]1([N:5]2[CH2:11][CH2:10][C:9]3[S:12][C:13]([C:15]4[CH:23]=[CH:22][C:18]([C:19](O)=[O:20])=[CH:17][CH:16]=4)=[N:14][C:8]=3[CH2:7][CH2:6]2)[CH2:4][CH2:3][CH2:2]1.Cl.[CH2:25]([NH2:27])[CH3:26].C(N(CC)CC)C. Product: [CH:1]1([N:5]2[CH2:11][CH2:10][C:9]3[S:12][C:13]([C:15]4[CH:16]=[CH:17][C:18]([C:19]([NH:27][CH2:25][CH3:26])=[O:20])=[CH:22][CH:23]=4)=[N:14][C:8]=3[CH2:7][CH2:6]2)[CH2:2][CH2:3][CH2:4]1. The catalyst class is: 4. (3) Reactant: C(N(C(C)C)C(C)C)C.[Br:10][C:11]1[C:19]2[C:14](=[N:15][CH:16]=[N:17][C:18]=2Cl)[NH:13][N:12]=1.C1(C(C2C=CC=CC=2)=[N:28][CH2:29][C:30]2([C:36]3[CH:41]=[CH:40][CH:39]=[C:38]([C:42]4[CH:43]=[N:44][N:45]([CH3:47])[CH:46]=4)[CH:37]=3)[CH2:35][CH2:34][NH:33][CH2:32][CH2:31]2)C=CC=CC=1.Cl.C(O)(C)C. Product: [Br:10][C:11]1[C:19]2[C:14](=[N:15][CH:16]=[N:17][C:18]=2[N:33]2[CH2:32][CH2:31][C:30]([CH2:29][NH2:28])([C:36]3[CH:41]=[CH:40][CH:39]=[C:38]([C:42]4[CH:43]=[N:44][N:45]([CH3:47])[CH:46]=4)[CH:37]=3)[CH2:35][CH2:34]2)[NH:13][N:12]=1. The catalyst class is: 729. (4) Reactant: [C:1]([O-:4])([O-])=O.[K+].[K+].I[CH2:8][CH2:9][OH:10].[ClH:11].Br[C:13]1[CH:20]=[C:19]([O:21][CH2:22][CH2:23][OH:24])[C:18]([O:25][CH3:26])=[CH:17][C:14]=1[CH2:15][NH2:16]. Product: [Cl:11][C:13]1[CH:20]=[C:19]([O:21][CH2:22][CH:23]([OH:24])[CH2:1][OH:4])[C:18]([O:25][CH3:26])=[CH:17][C:14]=1[CH2:15][NH:16][C:9](=[O:10])[CH3:8]. The catalyst class is: 3.